This data is from Reaction yield outcomes from USPTO patents with 853,638 reactions. The task is: Predict the reaction yield, written as a fraction of the theoretical maximum amount of product (1.0 means a 100% yield; for example, 0.34 means a 34% yield). (1) The reactants are Br[C:2]1[CH:3]=[C:4]([N:8]2[C:16]3[C:11](=[CH:12][C:13]([O:17][CH3:18])=[CH:14][CH:15]=3)[C:10]([C:19]([O:21][CH3:22])=[O:20])=[N:9]2)[CH:5]=[CH:6][CH:7]=1.[C:23]([C@:25]1([OH:32])[CH2:29][CH2:28][N:27]([CH3:30])[C:26]1=[O:31])#[CH:24]. No catalyst specified. The product is [OH:32][C@@:25]1([C:23]#[C:24][C:2]2[CH:3]=[C:4]([N:8]3[C:16]4[C:11](=[CH:12][C:13]([O:17][CH3:18])=[CH:14][CH:15]=4)[C:10]([C:19]([O:21][CH3:22])=[O:20])=[N:9]3)[CH:5]=[CH:6][CH:7]=2)[CH2:29][CH2:28][N:27]([CH3:30])[C:26]1=[O:31]. The yield is 0.450. (2) The reactants are [CH:1]1([CH2:4][CH2:5][O:6][C:7]2[CH:19]=[CH:18][C:10]([C:11]([NH:13][CH2:14][C:15]([OH:17])=[O:16])=[O:12])=[CH:9][CH:8]=2)[CH2:3][CH2:2]1.OC1C=CC(C(OC)=O)=CC=1.[S:31]1C=CC=[C:32]1CCO. The yield is 0.650. No catalyst specified. The product is [S:31]1[CH:32]=[CH:2][CH:3]=[C:1]1[CH2:4][CH2:5][O:6][C:7]1[CH:8]=[CH:9][C:10]([C:11]([NH:13][CH2:14][C:15]([OH:17])=[O:16])=[O:12])=[CH:18][CH:19]=1. (3) The reactants are Br[C:2]1[CH:3]=[C:4]([CH3:9])[CH:5]=[C:6]([CH3:8])[CH:7]=1.[NH2:10][CH2:11][CH2:12][CH2:13][CH2:14][OH:15]. No catalyst specified. The product is [CH3:8][C:6]1[CH:7]=[C:2]([NH:10][CH2:11][CH2:12][CH2:13][CH2:14][OH:15])[CH:3]=[C:4]([CH3:9])[CH:5]=1. The yield is 0.900. (4) The reactants are COC1C=C(OC)C=CC=1C[NH:6][CH2:7][C:8]1[CH:9]=[C:10]([C:27]2[C:28]([CH3:33])=[N:29][O:30][C:31]=2[CH3:32])[C:11]2[O:16][CH2:15][C@H:14]([C:17]3[CH:22]=[CH:21][CH:20]=[CH:19][N:18]=3)[N:13]3[C:23](=[O:26])[NH:24][C:25]=1[C:12]=23.[F:40][C:41]([F:46])([F:45])[C:42]([OH:44])=[O:43]. The catalyst is O. The product is [F:40][C:41]([F:46])([F:45])[C:42]([OH:44])=[O:43].[F:40][C:41]([F:46])([F:45])[C:42]([OH:44])=[O:43].[NH2:6][CH2:7][C:8]1[CH:9]=[C:10]([C:27]2[C:28]([CH3:33])=[N:29][O:30][C:31]=2[CH3:32])[C:11]2[O:16][CH2:15][C@H:14]([C:17]3[CH:22]=[CH:21][CH:20]=[CH:19][N:18]=3)[N:13]3[C:23](=[O:26])[NH:24][C:25]=1[C:12]=23. The yield is 0.820.